From a dataset of Catalyst prediction with 721,799 reactions and 888 catalyst types from USPTO. Predict which catalyst facilitates the given reaction. (1) Reactant: C(Cl)(=O)C(Cl)=O.CS(C)=O.[OH:11][CH:12]([CH2:31][CH3:32])[CH2:13][C:14]([C:16]1([O:29][CH3:30])[CH2:21][CH2:20][N:19]([C:22]([O:24][C:25]([CH3:28])([CH3:27])[CH3:26])=[O:23])[CH2:18][CH2:17]1)=[O:15].C(N(CC)CC)C. The catalyst class is: 4. Product: [CH3:30][O:29][C:16]1([C:14](=[O:15])[CH2:13][C:12](=[O:11])[CH2:31][CH3:32])[CH2:17][CH2:18][N:19]([C:22]([O:24][C:25]([CH3:27])([CH3:26])[CH3:28])=[O:23])[CH2:20][CH2:21]1. (2) Reactant: [CH:1]1([C:7]2[C:15]3[C:14](=[O:16])[NH:13][C:12]([C:17]4[CH:22]=[CH:21][C:20]([N:23]5[CH2:28][CH2:27][N:26]([CH3:29])[CH2:25][CH2:24]5)=[CH:19][C:18]=4[O:30][CH3:31])=[N:11][C:10]=3[N:9]([CH3:32])[N:8]=2)[CH2:6][CH2:5][CH2:4][CH2:3][CH2:2]1.[CH3:33][S:34]([OH:37])(=[O:36])=[O:35]. Product: [CH3:33][S:34]([OH:37])(=[O:36])=[O:35].[CH:1]1([C:7]2[C:15]3[C:14](=[O:16])[NH:13][C:12]([C:17]4[CH:22]=[CH:21][C:20]([N:23]5[CH2:28][CH2:27][N:26]([CH3:29])[CH2:25][CH2:24]5)=[CH:19][C:18]=4[O:30][CH3:31])=[N:11][C:10]=3[N:9]([CH3:32])[N:8]=2)[CH2:2][CH2:3][CH2:4][CH2:5][CH2:6]1. The catalyst class is: 7. (3) Reactant: [N:1]1[C:10]2[C:5](=[CH:6][CH:7]=[CH:8][CH:9]=2)[CH:4]=[CH:3][C:2]=1[C:11]1[CH:12]=[C:13]([CH:28]=[CH:29][CH:30]=1)[O:14][C:15]1[CH:27]=[CH:26][C:25]2[C:24]3[C:19](=[CH:20][CH:21]=[CH:22][CH:23]=3)[NH:18][C:17]=2[CH:16]=1.C([O-])([O-])=O.[K+].[K+].Br[C:38]1[CH:43]=[C:42]([CH3:44])[CH:41]=[CH:40][N:39]=1.CN1C=CN=C1. Product: [CH3:44][C:42]1[CH:41]=[CH:40][N:39]=[C:38]([N:18]2[C:17]3[CH:16]=[C:15]([O:14][C:13]4[CH:28]=[CH:29][CH:30]=[C:11]([C:2]5[CH:3]=[CH:4][C:5]6[C:10](=[CH:9][CH:8]=[CH:7][CH:6]=6)[N:1]=5)[CH:12]=4)[CH:27]=[CH:26][C:25]=3[C:24]3[C:19]2=[CH:20][CH:21]=[CH:22][CH:23]=3)[CH:43]=1. The catalyst class is: 509.